From a dataset of Catalyst prediction with 721,799 reactions and 888 catalyst types from USPTO. Predict which catalyst facilitates the given reaction. (1) Reactant: [NH2:1][C:2]1[CH:6]=[C:5]([CH2:7][CH2:8][C:9]2[CH:10]=[C:11]([NH:17][C:18](=[O:20])[CH3:19])[CH:12]=[C:13]([O:15][CH3:16])[CH:14]=2)[NH:4][N:3]=1.Cl[C:22]1[CH:27]=[CH:26][N:25]=[C:24]([NH:28][CH2:29][C:30]2[O:34][N:33]=[C:32]([CH3:35])[CH:31]=2)[N:23]=1. Product: [CH3:16][O:15][C:13]1[CH:12]=[C:11]([NH:17][C:18](=[O:20])[CH3:19])[CH:10]=[C:9]([CH2:8][CH2:7][C:5]2[CH:6]=[C:2]([NH:1][C:22]3[CH:27]=[CH:26][N:25]=[C:24]([NH:28][CH2:29][C:30]4[O:34][N:33]=[C:32]([CH3:35])[CH:31]=4)[N:23]=3)[NH:3][N:4]=2)[CH:14]=1. The catalyst class is: 8. (2) Reactant: [Cl:1][C:2]1[CH:14]=[C:13]([Cl:15])[C:12]([O:16][C:17]2[N:21]([CH3:22])[N:20]=[C:19]([CH3:23])[C:18]=2[CH2:24][CH3:25])=[CH:11][C:3]=1[O:4][C@@H:5]([CH3:10])[C:6]([O:8]C)=[O:7].O.[OH-].[Li+].Cl. Product: [Cl:1][C:2]1[CH:14]=[C:13]([Cl:15])[C:12]([O:16][C:17]2[N:21]([CH3:22])[N:20]=[C:19]([CH3:23])[C:18]=2[CH2:24][CH3:25])=[CH:11][C:3]=1[O:4][C@@H:5]([CH3:10])[C:6]([OH:8])=[O:7]. The catalyst class is: 30. (3) Reactant: CC([O-])(C)C.[K+].Cl[C:8]1[CH:13]=[CH:12][N:11]=[C:10]2[CH:14]=[CH:15][S:16][C:9]=12.COC(=O)CC[S:22][C:23]1[CH:24]=[C:25]([O:49][C:50]2[CH:55]=[CH:54][CH:53]=[CH:52][CH:51]=2)[C:26]([NH:29][C:30]2[S:31][CH:32]=[C:33]([CH2:35][CH:36]3[CH2:41][CH2:40][N:39]([C:42]([O:44][C:45]([CH3:48])([CH3:47])[CH3:46])=[O:43])[CH2:38][CH2:37]3)[N:34]=2)=[N:27][CH:28]=1. Product: [O:49]([C:25]1[C:26]([NH:29][C:30]2[S:31][CH:32]=[C:33]([CH2:35][CH:36]3[CH2:37][CH2:38][N:39]([C:42]([O:44][C:45]([CH3:48])([CH3:47])[CH3:46])=[O:43])[CH2:40][CH2:41]3)[N:34]=2)=[N:27][CH:28]=[C:23]([S:22][C:8]2[CH:13]=[CH:12][N:11]=[C:10]3[CH:14]=[CH:15][S:16][C:9]=23)[CH:24]=1)[C:50]1[CH:55]=[CH:54][CH:53]=[CH:52][CH:51]=1. The catalyst class is: 16. (4) Reactant: [CH3:1][N:2]([C@@H]1C2C(=CC=CC=2)C[C@@H]1OC1CCCCO1)[C:3](=[O:9])[O:4][C:5]([CH3:8])([CH3:7])[CH3:6].[C:26]1([CH3:36])[CH:31]=[CH:30][C:29](S(O)(=O)=O)=[CH:28][CH:27]=1.[C:37](=[O:40])(O)[O-].[Na+].O.[CH3:43]O. Product: [OH:40][C@H:37]1[CH2:43][C:31]2[C:26](=[CH:27][CH:28]=[CH:29][CH:30]=2)[C@@H:36]1[CH2:1][NH:2][C:3](=[O:9])[O:4][C:5]([CH3:8])([CH3:7])[CH3:6]. The catalyst class is: 13. (5) Reactant: [Br:1]Br.[C:3]([C:6]1[CH:7]=[C:8]([CH:11]=[CH:12][CH:13]=1)[C:9]#[N:10])(=[O:5])[CH3:4].O. Product: [Br:1][CH2:4][C:3]([C:6]1[CH:7]=[C:8]([CH:11]=[CH:12][CH:13]=1)[C:9]#[N:10])=[O:5]. The catalyst class is: 28. (6) Reactant: F[C:2]1[CH:7]=[CH:6][C:5]([C:8]2[N:12]=[C:11]([C:13]3[CH:22]=[CH:21][C:16]([C:17]([O:19]C)=[O:18])=[CH:15][CH:14]=3)[O:10][N:9]=2)=[CH:4][CH:3]=1.CO.[Li+].[OH-]. Product: [C:5]1([C:8]2[N:12]=[C:11]([C:13]3[CH:14]=[CH:15][C:16]([C:17]([OH:19])=[O:18])=[CH:21][CH:22]=3)[O:10][N:9]=2)[CH:4]=[CH:3][CH:2]=[CH:7][CH:6]=1. The catalyst class is: 20. (7) Reactant: C([O:3][C:4]([C:6]1[CH:7]=[N:8][N:9]2[C:14](=[O:15])[C:13]([CH2:16][CH3:17])=[C:12]([CH3:18])[NH:11][C:10]=12)=O)C.O.[NH2:20][NH2:21]. Product: [CH2:16]([C:13]1[C:14](=[O:15])[N:9]2[N:8]=[CH:7][C:6]([C:4]([NH:20][NH2:21])=[O:3])=[C:10]2[NH:11][C:12]=1[CH3:18])[CH3:17]. The catalyst class is: 8.